Dataset: Forward reaction prediction with 1.9M reactions from USPTO patents (1976-2016). Task: Predict the product of the given reaction. Given the reactants [F:1][C:2]1[CH:7]=[C:6]([F:8])[CH:5]=[CH:4][C:3]=1[N:9]1[C:13]([C:14]2[S:23][C:22]3[C:21]4[N:24]=[C:25]([N:28]5[CH2:33][CH2:32][NH:31][CH2:30][CH2:29]5)[CH:26]=[CH:27][C:20]=4[O:19][CH2:18][CH2:17][C:16]=3[CH:15]=2)=[N:12][CH:11]=[N:10]1.CCN(C(C)C)C(C)C.[C:43](Cl)(=[O:45])[CH3:44].C(Cl)Cl.CCOC(C)=O, predict the reaction product. The product is: [F:1][C:2]1[CH:7]=[C:6]([F:8])[CH:5]=[CH:4][C:3]=1[N:9]1[C:13]([C:14]2[S:23][C:22]3[C:21]4[N:24]=[C:25]([N:28]5[CH2:29][CH2:30][N:31]([C:43](=[O:45])[CH3:44])[CH2:32][CH2:33]5)[CH:26]=[CH:27][C:20]=4[O:19][CH2:18][CH2:17][C:16]=3[CH:15]=2)=[N:12][CH:11]=[N:10]1.